From a dataset of Full USPTO retrosynthesis dataset with 1.9M reactions from patents (1976-2016). Predict the reactants needed to synthesize the given product. (1) Given the product [F:26][C:27]1[CH:28]=[C:29]([NH:38][C:39]([C@H:41]2[C:50]3[C:45](=[CH:46][C:47]([CH2:51][O:52][CH3:53])=[CH:48][CH:49]=3)[CH2:44][CH2:43][N:42]2[C:65]([C@@H:63]2[CH2:62][C@H:61]([CH2:60][C:59]([O:58][C:54]([CH3:57])([CH3:56])[CH3:55])=[O:68])[CH2:64]2)=[O:66])=[O:40])[CH:30]=[C:31]2[C:35]=1[C:34]([CH3:37])([CH3:36])[CH2:33][CH2:32]2, predict the reactants needed to synthesize it. The reactants are: CN(C(ON1N=NC2C=CC=NC1=2)=[N+](C)C)C.F[P-](F)(F)(F)(F)F.Cl.[F:26][C:27]1[CH:28]=[C:29]([NH:38][C:39]([C@H:41]2[C:50]3[C:45](=[CH:46][C:47]([CH2:51][O:52][CH3:53])=[CH:48][CH:49]=3)[CH2:44][CH2:43][NH:42]2)=[O:40])[CH:30]=[C:31]2[C:35]=1[C:34]([CH3:37])([CH3:36])[CH2:33][CH2:32]2.[C:54]([O:58][C:59](=[O:68])[CH2:60][C@@H:61]1[CH2:64][C@H:63]([C:65](O)=[O:66])[CH2:62]1)([CH3:57])([CH3:56])[CH3:55].CCN(C(C)C)C(C)C. (2) Given the product [F:29][C:2]1([F:1])[CH2:10][C@@H:9]2[C@@H:5]([C@@H:6]([CH3:12])[O:7][C:8]2=[O:11])[C@@H:4]([C:13]([OH:14])=[O:33])[C@@H:3]1[CH3:28], predict the reactants needed to synthesize it. The reactants are: [F:1][C:2]1([F:29])[CH2:10][C@@H:9]2[C@@H:5]([C@@H:6]([CH3:12])[O:7][C:8]2=[O:11])[C@@H:4]([C:13](N(C2C=CC=CC=2)C2C=CC=CC=2)=[O:14])[C@@H:3]1[CH3:28].C1C[O:33]CC1. (3) Given the product [NH2:39][C:36]1[CH:35]=[CH:34][C:33]([S:32][C:16]2[CH:17]=[CH:18][C:19]([C:21]([NH:22][C@H:23]([C:25]3[CH:26]=[CH:27][CH:28]=[CH:29][CH:30]=3)[CH3:24])=[O:31])=[CH:20][C:15]=2[NH:14][C:8]2[C:7]3[C:12](=[CH:13][C:4]([CH:1]([CH3:3])[CH3:2])=[CH:5][CH:6]=3)[N:11]=[CH:10][N:9]=2)=[CH:38][CH:37]=1, predict the reactants needed to synthesize it. The reactants are: [CH:1]([C:4]1[CH:13]=[C:12]2[C:7]([C:8]([NH:14][C:15]3[CH:20]=[C:19]([C:21](=[O:31])[NH:22][C@H:23]([C:25]4[CH:30]=[CH:29][CH:28]=[CH:27][CH:26]=4)[CH3:24])[CH:18]=[CH:17][C:16]=3[S:32][C:33]3[CH:38]=[CH:37][C:36]([NH:39]C(=O)OC(C)(C)C)=[CH:35][CH:34]=3)=[N:9][CH:10]=[N:11]2)=[CH:6][CH:5]=1)([CH3:3])[CH3:2].C(Cl)Cl.FC(F)(F)C(O)=O. (4) The reactants are: I[CH2:2][C:3]1[N:4]([CH3:16])[C:5](=[O:15])[CH:6]=[C:7]([C:9]2[CH:14]=[CH:13][N:12]=[CH:11][N:10]=2)[N:8]=1.[C:17]1(=[O:27])[NH:21][C:20](=[O:22])[C:19]2=[CH:23][CH:24]=[CH:25][CH:26]=[C:18]12.[K].O. Given the product [CH3:16][N:4]1[C:5](=[O:15])[CH:6]=[C:7]([C:9]2[CH:14]=[CH:13][N:12]=[CH:11][N:10]=2)[N:8]=[C:3]1[CH2:2][N:21]1[C:17](=[O:27])[C:18]2[C:19](=[CH:23][CH:24]=[CH:25][CH:26]=2)[C:20]1=[O:22], predict the reactants needed to synthesize it. (5) Given the product [Cl:13][C:10]1[CH:11]=[CH:12][C:7]([C:5]2[N:6]=[C:2]([C:22]3[CH:27]=[CH:26][CH:25]=[CH:24][CH:23]=3)[O:3][C:4]=2[CH2:14][CH2:15][C:16]([O:18][CH3:19])=[O:17])=[CH:8][CH:9]=1, predict the reactants needed to synthesize it. The reactants are: Cl[C:2]1[O:3][C:4]([CH2:14][CH2:15][C:16]([O:18][CH3:19])=[O:17])=[C:5]([C:7]2[CH:12]=[CH:11][C:10]([Cl:13])=[CH:9][CH:8]=2)[N:6]=1.OB(O)[C:22]1[CH:27]=[CH:26][CH:25]=[CH:24][CH:23]=1.C(=O)([O-])O.[Na+].C1(C)C=CC=CC=1. (6) Given the product [CH3:18][C:19]1[CH:24]=[CH:23][C:22]([NH:25][C:26]2[N:28]=[C:5]([C:7]3[CH:8]=[N:9][CH:10]=[CH:11][CH:12]=3)[CH:4]=[CH:3][N:27]=2)=[CH:21][C:20]=1[N+:29]([O-:31])=[O:30], predict the reactants needed to synthesize it. The reactants are: CN(C)[CH:3]=[CH:4][C:5]([C:7]1[CH:8]=[N:9][CH:10]=[CH:11][CH:12]=1)=O.[N+]([O-])(O)=O.[CH3:18][C:19]1[CH:24]=[CH:23][C:22]([NH:25][C:26]([NH2:28])=[NH:27])=[CH:21][C:20]=1[N+:29]([O-:31])=[O:30].[OH-].[Na+]. (7) Given the product [C:1]([O:5][C:6](=[O:41])[N:7]([CH2:39][CH3:40])[CH2:8][C:9]1[CH:10]=[N:11][CH:12]=[C:13]([C:17]2[CH:18]=[C:19]3[C:20](=[CH:21][CH:22]=2)[NH:44][N:43]=[C:24]3[C:26]2[N:27]([CH2:31][O:32][CH2:33][CH2:34][Si:35]([CH3:38])([CH3:37])[CH3:36])[CH:28]=[CH:29][N:30]=2)[C:14]=1[CH2:15][CH3:16])([CH3:4])([CH3:3])[CH3:2], predict the reactants needed to synthesize it. The reactants are: [C:1]([O:5][C:6](=[O:41])[N:7]([CH2:39][CH3:40])[CH2:8][C:9]1[CH:10]=[N:11][CH:12]=[C:13]([C:17]2[CH:22]=[CH:21][C:20](F)=[C:19]([C:24]([C:26]3[N:27]([CH2:31][O:32][CH2:33][CH2:34][Si:35]([CH3:38])([CH3:37])[CH3:36])[CH:28]=[CH:29][N:30]=3)=O)[CH:18]=2)[C:14]=1[CH2:15][CH3:16])([CH3:4])([CH3:3])[CH3:2].O.[NH2:43][NH2:44]. (8) Given the product [CH2:1]([C:3]1[C:11]([I:12])=[C:6]2[CH:7]=[CH:8][CH:9]=[CH:10][N:5]2[N:4]=1)[CH3:2], predict the reactants needed to synthesize it. The reactants are: [CH2:1]([C:3]1[CH:11]=[C:6]2[CH:7]=[CH:8][CH:9]=[CH:10][N:5]2[N:4]=1)[CH3:2].[I-:12].[Na+].ClN1C(=O)CCC1=O.